Dataset: Catalyst prediction with 721,799 reactions and 888 catalyst types from USPTO. Task: Predict which catalyst facilitates the given reaction. Reactant: [H-].[Na+].[Cl:3][C:4]1[CH:9]=[CH:8][C:7]([C@H:10]2[NH:15][C:14](=[O:16])[CH2:13][O:12][C@H:11]2[C:17]2[CH:22]=[CH:21][C:20]([Cl:23])=[CH:19][CH:18]=2)=[CH:6][CH:5]=1.ClC1C=CC([C@@H]2NC(=O)CO[C@@H]2C2C=CC(Cl)=CC=2)=CC=1.Br[CH:46]([CH2:52][CH2:53][CH3:54])[C:47]([O:49][CH2:50][CH3:51])=[O:48]. Product: [Cl:23][C:20]1[CH:21]=[CH:22][C:17]([C@H:11]2[C@@H:10]([C:7]3[CH:6]=[CH:5][C:4]([Cl:3])=[CH:9][CH:8]=3)[N:15]([C@H:46]([CH2:52][CH2:53][CH3:54])[C:47]([O:49][CH2:50][CH3:51])=[O:48])[C:14](=[O:16])[CH2:13][O:12]2)=[CH:18][CH:19]=1. The catalyst class is: 3.